Dataset: Full USPTO retrosynthesis dataset with 1.9M reactions from patents (1976-2016). Task: Predict the reactants needed to synthesize the given product. (1) Given the product [Cl:1][C:2]1[CH:7]=[CH:6][C:5]([Cl:8])=[CH:4][C:3]=1[S:9]([NH:12][C@@H:13]1[CH2:14][C@H:15]([CH3:25])[N:16]([C:18]#[N:29])[CH2:17]1)(=[O:11])=[O:10], predict the reactants needed to synthesize it. The reactants are: [Cl:1][C:2]1[CH:7]=[CH:6][C:5]([Cl:8])=[CH:4][C:3]=1[S:9]([NH:12][C@H:13]1[CH2:17][N:16]([C:18](OC(C)(C)C)=O)[C@@H:15]([CH3:25])[CH2:14]1)(=[O:11])=[O:10].Cl.CC[N:29](C(C)C)C(C)C.BrC#N.C(O)C(N)(CO)CO. (2) Given the product [Cl:16][C:5]1[C:4]2[CH2:3][C:2]([CH3:13])([CH3:1])[CH2:11][CH2:10][C:9]=2[N:8]=[CH:7][N:6]=1, predict the reactants needed to synthesize it. The reactants are: [CH3:1][C:2]1([CH3:13])[CH2:11][CH2:10][C:9]2[N:8]=[CH:7][NH:6][C:5](=O)[C:4]=2[CH2:3]1.P(Cl)(Cl)([Cl:16])=O. (3) Given the product [Br-:2].[N:25]([CH2:3][CH2:4][CH2:5][P+:6]([C:19]1[CH:24]=[CH:23][CH:22]=[CH:21][CH:20]=1)([C:13]1[CH:18]=[CH:17][CH:16]=[CH:15][CH:14]=1)[C:7]1[CH:12]=[CH:11][CH:10]=[CH:9][CH:8]=1)=[N+:26]=[N-:27], predict the reactants needed to synthesize it. The reactants are: [Br-].[Br:2][CH2:3][CH2:4][CH2:5][P+:6]([C:19]1[CH:24]=[CH:23][CH:22]=[CH:21][CH:20]=1)([C:13]1[CH:18]=[CH:17][CH:16]=[CH:15][CH:14]=1)[C:7]1[CH:12]=[CH:11][CH:10]=[CH:9][CH:8]=1.[N-:25]=[N+:26]=[N-:27].[Na+]. (4) The reactants are: I[C:2]1[CH:7]=[CH:6][C:5]([CH2:8][CH2:9][OH:10])=[CH:4][CH:3]=1.[CH2:11]([O:18][C:19]1[N:20]=[N:21][C:22]([C:25]#[CH:26])=[CH:23][CH:24]=1)[C:12]1[CH:17]=[CH:16][CH:15]=[CH:14][CH:13]=1. Given the product [CH2:11]([O:18][C:19]1[N:20]=[N:21][C:22]([C:25]#[C:26][C:2]2[CH:7]=[CH:6][C:5]([CH2:8][CH2:9][OH:10])=[CH:4][CH:3]=2)=[CH:23][CH:24]=1)[C:12]1[CH:13]=[CH:14][CH:15]=[CH:16][CH:17]=1, predict the reactants needed to synthesize it. (5) Given the product [NH2:1][C:2]1[N:7]=[C:6]([C:8]2[S:12][C:11]3[CH:13]=[CH:14][C:15]([CH2:17][C:18]4[CH:19]=[C:20]([CH:24]=[CH:25][CH:26]=4)[C:21]([O:23][CH3:28])=[O:22])=[CH:16][C:10]=3[C:9]=2[CH3:27])[CH:5]=[CH:4][N:3]=1, predict the reactants needed to synthesize it. The reactants are: [NH2:1][C:2]1[N:7]=[C:6]([C:8]2[S:12][C:11]3[CH:13]=[CH:14][C:15]([CH2:17][C:18]4[CH:19]=[C:20]([CH:24]=[CH:25][CH:26]=4)[C:21]([OH:23])=[O:22])=[CH:16][C:10]=3[C:9]=2[CH3:27])[CH:5]=[CH:4][N:3]=1.[CH3:28][Si](C=[N+]=[N-])(C)C.C1COCC1.